Task: Predict the product of the given reaction.. Dataset: Forward reaction prediction with 1.9M reactions from USPTO patents (1976-2016) Given the reactants [OH:1][CH2:2][CH:3]1[CH2:5][C:4]1([NH:15][C:16](=[O:19])[O:17][CH3:18])[C:6]1[CH:11]=[CH:10][CH:9]=[C:8]([N+:12]([O-:14])=[O:13])[CH:7]=1.C(N(CC)CC)C.[CH3:27][S:28](Cl)(=[O:30])=[O:29], predict the reaction product. The product is: [CH3:27][S:28]([O:1][CH2:2][CH:3]1[CH2:5][C:4]1([NH:15][C:16]([O:17][CH3:18])=[O:19])[C:6]1[CH:11]=[CH:10][CH:9]=[C:8]([N+:12]([O-:14])=[O:13])[CH:7]=1)(=[O:30])=[O:29].